Dataset: NCI-60 drug combinations with 297,098 pairs across 59 cell lines. Task: Regression. Given two drug SMILES strings and cell line genomic features, predict the synergy score measuring deviation from expected non-interaction effect. (1) Drug 1: CC12CCC(CC1=CCC3C2CCC4(C3CC=C4C5=CN=CC=C5)C)O. Drug 2: C(CN)CNCCSP(=O)(O)O. Cell line: MCF7. Synergy scores: CSS=2.40, Synergy_ZIP=-2.36, Synergy_Bliss=-4.78, Synergy_Loewe=-15.7, Synergy_HSA=-6.52. (2) Drug 1: C1=CC(=C2C(=C1NCCNCCO)C(=O)C3=C(C=CC(=C3C2=O)O)O)NCCNCCO. Drug 2: C1C(C(OC1N2C=NC3=C2NC=NCC3O)CO)O. Cell line: LOX IMVI. Synergy scores: CSS=20.0, Synergy_ZIP=-9.76, Synergy_Bliss=-15.6, Synergy_Loewe=-28.4, Synergy_HSA=-11.9. (3) Drug 1: C1CN1P(=S)(N2CC2)N3CC3. Drug 2: CC1=C2C(C(=O)C3(C(CC4C(C3C(C(C2(C)C)(CC1OC(=O)C(C(C5=CC=CC=C5)NC(=O)OC(C)(C)C)O)O)OC(=O)C6=CC=CC=C6)(CO4)OC(=O)C)O)C)O. Cell line: SR. Synergy scores: CSS=57.3, Synergy_ZIP=-1.18, Synergy_Bliss=-1.93, Synergy_Loewe=-2.85, Synergy_HSA=-2.31. (4) Drug 1: CN(CC1=CN=C2C(=N1)C(=NC(=N2)N)N)C3=CC=C(C=C3)C(=O)NC(CCC(=O)O)C(=O)O. Drug 2: COCCOC1=C(C=C2C(=C1)C(=NC=N2)NC3=CC=CC(=C3)C#C)OCCOC.Cl. Cell line: SNB-19. Synergy scores: CSS=22.3, Synergy_ZIP=1.27, Synergy_Bliss=1.06, Synergy_Loewe=-19.9, Synergy_HSA=-0.684. (5) Drug 1: CS(=O)(=O)C1=CC(=C(C=C1)C(=O)NC2=CC(=C(C=C2)Cl)C3=CC=CC=N3)Cl. Drug 2: C1CC(=O)NC(=O)C1N2CC3=C(C2=O)C=CC=C3N. Cell line: UO-31. Synergy scores: CSS=41.4, Synergy_ZIP=10.3, Synergy_Bliss=9.36, Synergy_Loewe=-2.07, Synergy_HSA=9.12.